From a dataset of Forward reaction prediction with 1.9M reactions from USPTO patents (1976-2016). Predict the product of the given reaction. (1) Given the reactants [Cl:1][C:2]1[N:7]=[C:6](I)[N:5]=[C:4]([NH:9][CH2:10][C:11]2[CH:16]=[CH:15][C:14]([O:17][CH3:18])=[CH:13][CH:12]=2)[CH:3]=1.C(N(CC)CC)C.[C:26]([O:29][CH2:30]C)(=[O:28])C, predict the reaction product. The product is: [Cl:1][C:2]1[CH:3]=[C:4]([NH:9][CH2:10][C:11]2[CH:16]=[CH:15][C:14]([O:17][CH3:18])=[CH:13][CH:12]=2)[N:5]=[C:6]([C:26]([O:29][CH3:30])=[O:28])[N:7]=1. (2) Given the reactants [CH3:1][CH2:2][CH2:3][C:4](=O)[CH2:5][CH2:6][CH3:7].[CH2:9]([NH2:13])[CH2:10][CH2:11][CH3:12].C[O:15][CH:16]=[C:17]([C:22]([O:24]C)=[O:23])[C:18](OC)=O.[OH-].[Li+], predict the reaction product. The product is: [CH2:9]([N:13]1[C:4]([CH2:5][CH2:6][CH3:7])=[C:3]([CH2:2][CH3:1])[CH:18]=[C:17]([C:22]([OH:24])=[O:23])[C:16]1=[O:15])[CH2:10][CH2:11][CH3:12]. (3) Given the reactants [CH2:1]([O:11][C:12]1[CH:16]=[CH:15][S:14][CH:13]=1)[CH2:2][CH2:3][CH2:4][CH2:5][CH2:6][CH2:7][CH2:8][CH2:9][CH3:10].[Br:17]N1C(=O)CCC1=O, predict the reaction product. The product is: [Br:17][C:13]1[S:14][CH:15]=[CH:16][C:12]=1[O:11][CH2:1][CH2:2][CH2:3][CH2:4][CH2:5][CH2:6][CH2:7][CH2:8][CH2:9][CH3:10]. (4) Given the reactants C([O:3][C:4](=O)[CH:5]([F:7])[F:6])C.[CH2:9]([O:11][C:12](=[O:14])[CH3:13])[CH3:10].CC[O-].[Na+].C(OCC)(=O)C.Cl, predict the reaction product. The product is: [CH2:9]([O:11][C:12](=[O:14])[CH2:13][C:4](=[O:3])[CH:5]([F:7])[F:6])[CH3:10]. (5) The product is: [CH3:17][C:16]1[N:11]2[N:10]=[C:9](/[CH:8]=[CH:7]/[C:5]3[N:4]([CH3:20])[N:3]=[C:2]([N:21]4[CH2:25][CH2:24][CH2:23][C:22]4=[O:26])[N:6]=3)[N:19]=[C:12]2[C:13]([CH3:18])=[N:14][CH:15]=1. Given the reactants Br[C:2]1[N:6]=[C:5](/[CH:7]=[CH:8]/[C:9]2[N:19]=[C:12]3[C:13]([CH3:18])=[N:14][CH:15]=[C:16]([CH3:17])[N:11]3[N:10]=2)[N:4]([CH3:20])[N:3]=1.[NH:21]1[CH2:25][CH2:24][CH2:23][C:22]1=[O:26].C(=O)([O-])[O-].[Cs+].[Cs+].C1(P(C2C=CC=CC=2)C2C3OC4C(=CC=CC=4P(C4C=CC=CC=4)C4C=CC=CC=4)C(C)(C)C=3C=CC=2)C=CC=CC=1, predict the reaction product. (6) Given the reactants F[P-](F)(F)(F)(F)F.N1(OC(N(C)C)=[N+](C)C)C2N=CC=CC=2N=N1.[CH2:25]([C:27]1[CH:35]=[CH:34][C:30]([C:31]([OH:33])=O)=[CH:29][C:28]=1[N:36]([CH3:47])[C:37]1[N:42]=[CH:41][C:40]2[N:43]=[CH:44][N:45]([CH3:46])[C:39]=2[CH:38]=1)[CH3:26].C(N(CC)CC)C.[CH3:55][O:56][CH2:57][CH2:58][NH2:59], predict the reaction product. The product is: [CH2:25]([C:27]1[CH:35]=[CH:34][C:30]([C:31]([NH:59][CH2:58][CH2:57][O:56][CH3:55])=[O:33])=[CH:29][C:28]=1[N:36]([CH3:47])[C:37]1[N:42]=[CH:41][C:40]2[N:43]=[CH:44][N:45]([CH3:46])[C:39]=2[CH:38]=1)[CH3:26]. (7) Given the reactants [CH2:1]([O:8][C:9]1[C:14]([CH3:15])=[C:13]([CH3:16])[C:12]([O:17][CH2:18][C:19]2[CH:24]=[CH:23][CH:22]=[CH:21][CH:20]=2)=[C:11]([CH3:25])[C:10]=1[CH2:26][CH2:27][NH2:28])[C:2]1[CH:7]=[CH:6][CH:5]=[CH:4][CH:3]=1.[C:29](OC(OC(OC(C)(C)C)=O)=O)(C)(C)C.[OH-].[Na+], predict the reaction product. The product is: [CH2:1]([O:8][C:9]1[C:14]([CH3:15])=[C:13]([CH3:16])[C:12]([O:17][CH2:18][C:19]2[CH:24]=[CH:23][CH:22]=[CH:21][CH:20]=2)=[C:11]([CH3:25])[C:10]=1[CH2:26][CH2:27][NH:28][CH3:29])[C:2]1[CH:3]=[CH:4][CH:5]=[CH:6][CH:7]=1. (8) Given the reactants [CH2:1]([O:8][C:9]1[C:18]([O:19][CH3:20])=[CH:17][C:12]([C:13](Cl)=[N:14][OH:15])=[C:11]([I:21])[CH:10]=1)[C:2]1[CH:7]=[CH:6][CH:5]=[CH:4][CH:3]=1.C[N:23](C)C=O.N.C(OCC)(=O)C, predict the reaction product. The product is: [CH2:1]([O:8][C:9]1[C:18]([O:19][CH3:20])=[CH:17][C:12]([C:13]([NH:14][OH:15])=[NH:23])=[C:11]([I:21])[CH:10]=1)[C:2]1[CH:7]=[CH:6][CH:5]=[CH:4][CH:3]=1. (9) Given the reactants [CH3:1][NH:2][CH3:3].C(O)(=O)C.C=O.[CH3:10][N:11]1[C:16]2[C:17]([CH3:20])=[CH:18][NH:19][C:15]=2[C:14](=[O:21])[N:13]([CH3:22])[C:12]1=[O:23], predict the reaction product. The product is: [CH3:1][N:2]([CH2:20][C:17]1[C:16]2[N:11]([CH3:10])[C:12](=[O:23])[N:13]([CH3:22])[C:14](=[O:21])[C:15]=2[NH:19][CH:18]=1)[CH3:3].